Dataset: M1 muscarinic receptor agonist screen with 61,833 compounds. Task: Binary Classification. Given a drug SMILES string, predict its activity (active/inactive) in a high-throughput screening assay against a specified biological target. The compound is Brc1cc2c(cc(OCC(O)Cn3nc(nc3C)C)cc2)cc1. The result is 0 (inactive).